From a dataset of Forward reaction prediction with 1.9M reactions from USPTO patents (1976-2016). Predict the product of the given reaction. (1) Given the reactants [NH:1]1[CH2:6][CH2:5][O:4][CH2:3][CH2:2]1.Br[CH2:8][CH2:9][CH2:10][CH2:11][CH2:12][C@H:13]1[CH2:30][C@@:28]2([CH3:29])[C@@H:24]([CH2:25][CH2:26][C@@H:27]2[OH:31])[C@@:23]2([CH:32]=[CH2:33])[C@H:14]1[C:15]1[CH:16]=[CH:17][C:18]([OH:34])=[CH:19][C:20]=1[CH2:21][CH2:22]2, predict the reaction product. The product is: [O:4]1[CH2:5][CH2:6][N:1]([CH2:8][CH2:9][CH2:10][CH2:11][CH2:12][C@H:13]2[CH2:30][C@@:28]3([CH3:29])[C@@H:24]([CH2:25][CH2:26][C@@H:27]3[OH:31])[C@@:23]3([CH:32]=[CH2:33])[C@H:14]2[C:15]2[CH:16]=[CH:17][C:18]([OH:34])=[CH:19][C:20]=2[CH2:21][CH2:22]3)[CH2:2][CH2:3]1. (2) Given the reactants Cl.[CH3:2][O:3][C:4]([C:6]1[CH:15]=[C:14]([OH:16])[C:13]2[C:8](=[CH:9][C:10]([CH3:17])=[CH:11][CH:12]=2)[N:7]=1)=[O:5].[CH2:18]([O:25][C:26](=[O:30])[C@H:27]([CH3:29])O)[C:19]1[CH:24]=[CH:23][CH:22]=[CH:21][CH:20]=1.C1(P(C2C=CC=CC=2)C2C=CC=CC=2)C=CC=CC=1.CCOC(/N=N/C(OCC)=O)=O, predict the reaction product. The product is: [CH3:2][O:3][C:4]([C:6]1[CH:15]=[C:14]([O:16][C@@H:27]([C:26]([O:25][CH2:18][C:19]2[CH:24]=[CH:23][CH:22]=[CH:21][CH:20]=2)=[O:30])[CH3:29])[C:13]2[C:8](=[CH:9][C:10]([CH3:17])=[CH:11][CH:12]=2)[N:7]=1)=[O:5]. (3) Given the reactants [CH3:1][N:2]1[CH:6]=[C:5]([C:7]2[CH:8]=[C:9]3[C:15]([C:16]4[CH:21]=[CH:20][CH:19]=[CH:18][CH:17]=4)=[N:14][N:13](C4CCCCO4)[C:10]3=[CH:11][N:12]=2)[CH:4]=[N:3]1.Cl, predict the reaction product. The product is: [CH3:1][N:2]1[CH:6]=[C:5]([C:7]2[CH:8]=[C:9]3[C:15]([C:16]4[CH:17]=[CH:18][CH:19]=[CH:20][CH:21]=4)=[N:14][NH:13][C:10]3=[CH:11][N:12]=2)[CH:4]=[N:3]1. (4) Given the reactants O[CH:2]([C:12]1[C:21]2[C:16](=[CH:17][CH:18]=[CH:19][CH:20]=2)[CH:15]=[CH:14][CH:13]=1)[CH2:3][NH:4][C:5](=[O:11])[O:6][C:7]([CH3:10])([CH3:9])[CH3:8].C1(P(C2C=CC=CC=2)C2C=CC=CC=2)C=CC=CC=1.[C:41]1(=[O:51])[NH:45][C:44](=[O:46])[C:43]2=[CH:47][CH:48]=[CH:49][CH:50]=[C:42]12.N(C(OCC)=O)=NC(OCC)=O, predict the reaction product. The product is: [O:46]=[C:44]1[C:43]2[C:42](=[CH:50][CH:49]=[CH:48][CH:47]=2)[C:41](=[O:51])[N:45]1[CH:2]([C:12]1[C:21]2[C:16](=[CH:17][CH:18]=[CH:19][CH:20]=2)[CH:15]=[CH:14][CH:13]=1)[CH2:3][NH:4][C:5](=[O:11])[O:6][C:7]([CH3:10])([CH3:9])[CH3:8]. (5) Given the reactants [F:1][C:2]1[CH:7]=[CH:6][C:5]([C:8](=[O:23])[CH2:9][N:10]2[CH2:15][CH2:14][N:13](C(OC(C)(C)C)=O)[CH2:12][CH2:11]2)=[CH:4][CH:3]=1.Cl, predict the reaction product. The product is: [F:1][C:2]1[CH:7]=[CH:6][C:5]([C:8](=[O:23])[CH2:9][N:10]2[CH2:11][CH2:12][NH:13][CH2:14][CH2:15]2)=[CH:4][CH:3]=1. (6) Given the reactants [N:1]([CH2:4][CH2:5][CH2:6][CH2:7][CH2:8][CH2:9][CH2:10][CH2:11][CH2:12][CH2:13][CH2:14][CH2:15][O:16][C:17]1[CH:25]=[CH:24][C:20]2[NH:21][CH:22]=[N:23][C:19]=2[CH:18]=1)=[N+:2]=[N-:3].[C:26]([O-])([O-])=O.[Cs+].[Cs+].[I:32][CH:33]([CH3:35])[CH3:34].[C:36](#N)[CH3:37], predict the reaction product. The product is: [I-:32].[CH:33]([N+:21]1[C:20]2[CH:24]=[CH:25][C:17]([O:16][CH2:15][CH2:14][CH2:13][CH2:12][CH2:11][CH2:10][CH2:9][CH2:8][CH2:7][CH2:6][CH2:5][CH2:4][N:1]=[N+:2]=[N-:3])=[CH:18][C:19]=2[N:23]([CH:36]([CH3:37])[CH3:26])[CH:22]=1)([CH3:35])[CH3:34].